Task: Predict the reaction yield, written as a fraction of the theoretical maximum amount of product (1.0 means a 100% yield; for example, 0.34 means a 34% yield).. Dataset: Reaction yield outcomes from USPTO patents with 853,638 reactions (1) The reactants are Cl[C:2]1[N:10]=[C:9]([CH3:11])[N:8]=[C:7]2[C:3]=1[N:4]=[CH:5][N:6]2[CH:12]1[CH2:17][CH2:16][CH2:15][CH2:14][O:13]1.[C:18]([O:22][C:23]([N:25]1[CH2:30][CH2:29][N:28]([C@@H:31]([C:33]2[CH:34]=[C:35](B(O)O)[C:36]([F:39])=[N:37][CH:38]=2)[CH3:32])[CH2:27][CH2:26]1)=[O:24])([CH3:21])([CH3:20])[CH3:19].C([O-])(=O)C.[K+]. The catalyst is O1CCOCC1.ClCCl.O.[Cl-].[Na+].O. The product is [F:39][C:36]1[N:37]=[CH:38][C:33]([C@H:31]([N:28]2[CH2:27][CH2:26][N:25]([C:23]([O:22][C:18]([CH3:19])([CH3:21])[CH3:20])=[O:24])[CH2:30][CH2:29]2)[CH3:32])=[CH:34][C:35]=1[C:2]1[N:10]=[C:9]([CH3:11])[N:8]=[C:7]2[C:3]=1[N:4]=[CH:5][N:6]2[CH:12]1[CH2:17][CH2:16][CH2:15][CH2:14][O:13]1. The yield is 0.770. (2) The reactants are F[C:2]1[CH:3]=[C:4]2[C:8](=[CH:9][CH:10]=1)[N:7]([CH2:11][C:12]([O:14][CH3:15])=[O:13])[C:6]([CH3:16])=[CH:5]2.CC1NC2C(C=1)=CC=CC=2.[H-].[Na+].BrCC(OC)=O. No catalyst specified. The product is [CH3:16][C:6]1[N:7]([CH2:11][C:12]([O:14][CH3:15])=[O:13])[C:8]2[C:4]([CH:5]=1)=[CH:3][CH:2]=[CH:10][CH:9]=2. The yield is 0.650. (3) The reactants are [F:1][C:2]1[CH:3]=[C:4]([C:8]2[CH:9]=[C:10]([CH2:16][NH:17][C:18]3[C:19]([CH3:33])=[C:20]([CH:29]=[CH:30][C:31]=3[CH3:32])[O:21][CH2:22][C:23]([O:25]C(C)C)=[O:24])[CH:11]=[C:12]([O:14][CH3:15])[CH:13]=2)[CH:5]=[CH:6][CH:7]=1.[OH-].[Na+]. The catalyst is C1COCC1. The product is [F:1][C:2]1[CH:3]=[C:4]([C:8]2[CH:9]=[C:10]([CH2:16][NH:17][C:18]3[C:19]([CH3:33])=[C:20]([CH:29]=[CH:30][C:31]=3[CH3:32])[O:21][CH2:22][C:23]([OH:25])=[O:24])[CH:11]=[C:12]([O:14][CH3:15])[CH:13]=2)[CH:5]=[CH:6][CH:7]=1. The yield is 0.660. (4) The reactants are [OH:1][CH2:2][C@H:3]([NH:12][C:13]([C@H:15]1[CH2:17][C@@H:16]1[C:18]1[S:19][CH:20]=[CH:21][CH:22]=1)=[O:14])[C:4]1[CH:9]=[CH:8][C:7]([O:10]C)=[CH:6][CH:5]=1.B(Br)(Br)Br.C([O-])(O)=O.[Na+].Cl. The catalyst is C(Cl)Cl. The product is [OH:1][CH2:2][C@H:3]([NH:12][C:13]([C@H:15]1[CH2:17][C@@H:16]1[C:18]1[S:19][CH:20]=[CH:21][CH:22]=1)=[O:14])[C:4]1[CH:5]=[CH:6][C:7]([OH:10])=[CH:8][CH:9]=1. The yield is 0.700. (5) The reactants are Cl.CN(C)CCCN=C=NCC.[C:13]([O:17][C:18]([NH:20][CH2:21][CH2:22][C:23]([OH:25])=O)=[O:19])([CH3:16])([CH3:15])[CH3:14].[CH2:26]1[C:34]2[C:29](=[CH:30][CH:31]=[CH:32][CH:33]=2)[CH2:28][CH:27]1[NH:35][C:36]1[N:37]=[CH:38][C:39]2[CH2:45][NH:44][CH2:43][CH2:42][C:40]=2[N:41]=1. The catalyst is CN(C)C1C=CN=CC=1.ClCCl. The product is [CH2:26]1[C:34]2[C:29](=[CH:30][CH:31]=[CH:32][CH:33]=2)[CH2:28][CH:27]1[NH:35][C:36]1[N:37]=[CH:38][C:39]2[CH2:45][N:44]([C:23](=[O:25])[CH2:22][CH2:21][NH:20][C:18](=[O:19])[O:17][C:13]([CH3:14])([CH3:15])[CH3:16])[CH2:43][CH2:42][C:40]=2[N:41]=1. The yield is 0.830. (6) The reactants are [Cl:1]CCCCCCO[C:9]1[C:18](=[O:19])[C:17]2[C:12](=[CH:13][CH:14]=[CH:15][CH:16]=2)[O:11][C:10]=1[C:20]1[CH:25]=[CH:24][C:23]([O:26][CH2:27][C:28]2[CH:33]=[CH:32][CH:31]=[CH:30][CH:29]=2)=[C:22]([O:34][CH2:35]C2C=CC=CC=2)[CH:21]=1.[Cl-].C(OC1C=C(C=CC=1OCC1C=CC=CC=1)C1O[C:56]2C(C(=O)C=1)=CC=[C:58]([CH2:65][CH2:66][CH2:67][N+:68]([CH3:71])([CH3:70])[CH3:69])[CH:57]=2)C1C=CC=CC=1.C([O-])([O-])=O.[K+].[K+]. No catalyst specified. The product is [Cl-:1].[CH2:35]([O:34][C:22]1[CH:21]=[C:20]([CH:25]=[CH:24][C:23]=1[O:26][CH2:27][C:28]1[CH:33]=[CH:32][CH:31]=[CH:30][CH:29]=1)[C:10]1[O:11][C:12]2[C:17]([C:18](=[O:19])[C:9]=1[CH2:56][CH2:57][CH2:58][CH2:65][CH2:66][CH2:67][N+:68]([CH3:71])([CH3:69])[CH3:70])=[CH:16][CH:15]=[CH:14][CH:13]=2)[C:12]1[CH:17]=[CH:16][CH:15]=[CH:14][CH:13]=1. The yield is 0.690. (7) The reactants are [F-].[Cs+].C([Sn](CCCC)(CCCC)[C:8]1[CH:13]=[CH:12][N:11]=[N:10][CH:9]=1)CCC.[F:22][C:23]([F:33])([F:32])[C:24]1[CH:29]=[C:28](I)[C:27]([OH:31])=[CH:26][CH:25]=1. The catalyst is [Cu]I.C(#N)C. The product is [N:11]1[CH:12]=[CH:13][C:8]([C:26]2[CH:25]=[C:24]([C:23]([F:33])([F:32])[F:22])[CH:29]=[CH:28][C:27]=2[OH:31])=[CH:9][N:10]=1. The yield is 0.600.